From a dataset of Forward reaction prediction with 1.9M reactions from USPTO patents (1976-2016). Predict the product of the given reaction. (1) Given the reactants [BH4-].[C:2]([Na])#[N:3].[C:5]([NH:9][C:10]([C:12]1[CH:16]=[C:15]([C:17]2[CH:22]=[CH:21][C:20]([CH:23]=O)=[CH:19][N:18]=2)[N:14]([C:25]2[CH:26]=[N:27][CH:28]=[CH:29][CH:30]=2)[N:13]=1)=[O:11])([CH3:8])([CH3:7])[CH3:6].Cl.CN.C(=O)(O)[O-].[Na+], predict the reaction product. The product is: [C:5]([NH:9][C:10]([C:12]1[CH:16]=[C:15]([C:17]2[CH:22]=[CH:21][C:20]([CH2:23][NH:3][CH3:2])=[CH:19][N:18]=2)[N:14]([C:25]2[CH:26]=[N:27][CH:28]=[CH:29][CH:30]=2)[N:13]=1)=[O:11])([CH3:8])([CH3:7])[CH3:6]. (2) Given the reactants [C:1]([S-:3])#[N:2].[K+].CC1C=CC(S(O[CH2:16][C:17]2([CH3:21])[CH2:20][O:19][CH2:18]2)(=O)=O)=CC=1.C(OCC)(=O)C, predict the reaction product. The product is: [CH3:16][C:17]1([CH2:21][S:3][C:1]#[N:2])[CH2:20][O:19][CH2:18]1. (3) Given the reactants [CH2:1]([O:3][C:4]([C:6]1[O:7][C:8]2[CH:15]=[CH:14][CH:13]=[C:12]([NH:16][S:17]([CH3:20])(=[O:19])=[O:18])[C:9]=2[C:10]=1[CH3:11])=[O:5])[CH3:2].[C:21]([O-])([O-])=O.[K+].[K+].IC, predict the reaction product. The product is: [CH2:1]([O:3][C:4]([C:6]1[O:7][C:8]2[CH:15]=[CH:14][CH:13]=[C:12]([N:16]([S:17]([CH3:20])(=[O:18])=[O:19])[CH3:21])[C:9]=2[C:10]=1[CH3:11])=[O:5])[CH3:2]. (4) Given the reactants [NH2:1][CH2:2][CH2:3][C:4]1[CH:11]=[CH:10][C:7]([C:8]#[N:9])=[CH:6][CH:5]=1.[C:12]([N:19]1[CH:23]=[CH:22]N=[CH:20]1)(N1C=CN=C1)=[O:13].[CH2:24]([C:27]1([CH2:32][CH2:33][CH2:34][N:35]2[CH2:42]C3C[CH:37]([CH2:38]NC3)[CH2:36]2)OCC[O:28]1)[CH2:25][CH3:26], predict the reaction product. The product is: [C:8]([C:7]1[CH:10]=[CH:11][C:4]([CH2:3][CH2:2][NH:1][C:12]([N:19]2[CH2:20][CH:37]3[CH2:38][CH:22]([CH2:42][N:35]([CH2:34][CH2:33][CH2:32][C:27](=[O:28])[CH2:24][CH2:25][CH3:26])[CH2:36]3)[CH2:23]2)=[O:13])=[CH:5][CH:6]=1)#[N:9]. (5) Given the reactants Cl[C:2]1[N:7]2[N:8]=[C:9]([C:18]3[CH:23]=[CH:22][CH:21]=[CH:20][C:19]=3[Cl:24])[C:10]([C:11]3[CH:16]=[CH:15][C:14]([Cl:17])=[CH:13][CH:12]=3)=[C:6]2[N:5]=[C:4]([CH3:25])[CH:3]=1.CCN(C(C)C)C(C)C.[C:35]([O:39][C:40]([N:42]1[CH2:47][CH2:46][NH:45][CH2:44][CH2:43]1)=[O:41])([CH3:38])([CH3:37])[CH3:36], predict the reaction product. The product is: [C:35]([O:39][C:40]([N:42]1[CH2:47][CH2:46][N:45]([C:2]2[N:7]3[N:8]=[C:9]([C:18]4[CH:23]=[CH:22][CH:21]=[CH:20][C:19]=4[Cl:24])[C:10]([C:11]4[CH:16]=[CH:15][C:14]([Cl:17])=[CH:13][CH:12]=4)=[C:6]3[N:5]=[C:4]([CH3:25])[CH:3]=2)[CH2:44][CH2:43]1)=[O:41])([CH3:38])([CH3:36])[CH3:37]. (6) Given the reactants [NH:1]([CH2:5][CH2:6][OH:7])[CH2:2][CH2:3][OH:4].[Cl:8][C:9]1[CH:18]=[CH:17][CH:16]=[CH:15][C:10]=1[CH2:11][N:12]=[C:13]=[O:14], predict the reaction product. The product is: [Cl:8][C:9]1[CH:18]=[CH:17][CH:16]=[CH:15][C:10]=1[CH2:11][NH:12][C:13](=[O:14])[N:1]([CH2:5][CH2:6][OH:7])[CH2:2][CH2:3][OH:4].